This data is from Full USPTO retrosynthesis dataset with 1.9M reactions from patents (1976-2016). The task is: Predict the reactants needed to synthesize the given product. (1) Given the product [OH:1][B:2]1[C:6]2[CH:7]=[C:8]([NH:11][S:12]([C:15]3[S:19][C:18]([NH2:20])=[N:17][CH:16]=3)(=[O:14])=[O:13])[CH:9]=[CH:10][C:5]=2[CH2:4][O:3]1, predict the reactants needed to synthesize it. The reactants are: [OH:1][B:2]1[C:6]2[CH:7]=[C:8]([NH:11][S:12]([C:15]3[S:19][C:18]([NH:20]C(=O)C)=[N:17][CH:16]=3)(=[O:14])=[O:13])[CH:9]=[CH:10][C:5]=2[CH2:4][O:3]1.Cl. (2) The reactants are: [N+:1]([C:4]1[NH:8][N:7]=[C:6]([C:9]([OH:11])=[O:10])[CH:5]=1)([O-:3])=[O:2].S(Cl)(Cl)=O.[CH3:16]O. Given the product [CH3:16][O:10][C:9]([C:6]1[NH:7][N:8]=[C:4]([N+:1]([O-:3])=[O:2])[CH:5]=1)=[O:11], predict the reactants needed to synthesize it. (3) Given the product [NH2:18][C:10]1[CH:11]=[C:12]([CH:16]=[CH:17][C:9]=1[O:8][CH3:7])[C:13]([NH:30][C:29]1[CH:31]=[CH:32][CH:33]=[C:27]([Cl:26])[CH:28]=1)=[O:15], predict the reactants needed to synthesize it. The reactants are: C(Cl)(=O)C(Cl)=O.[CH3:7][O:8][C:9]1[CH:17]=[CH:16][C:12]([C:13]([OH:15])=O)=[CH:11][C:10]=1[N+:18]([O-])=O.CN(C=O)C.[Cl:26][C:27]1[CH:28]=[C:29]([CH:31]=[CH:32][CH:33]=1)[NH2:30]. (4) Given the product [N+:1]([C:4]1[CH:10]=[CH:9][CH:7]=[C:6]([O-:11])[C:5]=1[O-:14])([O-:3])=[O:2].[Ti+4:16].[N+:1]([C:4]1[CH:10]=[CH:9][CH:7]=[C:6]([O-:11])[C:5]=1[O-:19])([O-:3])=[O:2], predict the reactants needed to synthesize it. The reactants are: [N+:1]([C:4]1[CH:5]=[C:6]([OH:11])[C:7](=[CH:9][CH:10]=1)O)([O-:3])=[O:2].CC(C)[O-:14].[Ti+4:16].CC(C)[O-:19].CC(C)[O-].CC(C)[O-]. (5) Given the product [F:18][C:17]1[C:12]2[N:13]([C:9]([C:4]3[CH:5]=[CH:6][C:7]([F:8])=[C:2]([C:26]4[CH:27]=[CH:28][CH:29]=[CH:30][C:25]=4[O:24][CH3:23])[CH:3]=3)=[CH:10][N:11]=2)[CH:14]=[CH:15][C:16]=1[C:19]([OH:22])([CH3:21])[CH3:20], predict the reactants needed to synthesize it. The reactants are: Cl[C:2]1[CH:3]=[C:4]([C:9]2[N:13]3[CH:14]=[CH:15][C:16]([C:19]([OH:22])([CH3:21])[CH3:20])=[C:17]([F:18])[C:12]3=[N:11][CH:10]=2)[CH:5]=[CH:6][C:7]=1[F:8].[CH3:23][O:24][C:25]1[CH:30]=[CH:29][CH:28]=[CH:27][C:26]=1B(O)O. (6) Given the product [NH2:63][C@H:64]([C:70]([OH:72])=[O:71])[CH2:65][CH2:66][C:67]([OH:69])=[O:68], predict the reactants needed to synthesize it. The reactants are: N[C@H](C(O)=O)CCC(=O)N.P([O-])([O-])([O-])=O.Cl.NO.C1C=[N+]([C@@H]2O[C@H](COP(OP(OC[C@H]3O[C@@H](N4C5N=CN=C(N)C=5N=C4)[C@H](O)[C@@H]3O)(O)=O)(O)=O)[C@@H](O)[C@H]2O)C=C(C(N)=O)C=1.[NH2:63][C@H:64]([C:70]([O-:72])=[O:71])[CH2:65][CH2:66][C:67]([O-:69])=[O:68]. (7) The reactants are: [CH3:1][C:2]1[C:14]([N+:15]([O-:17])=[O:16])=[C:13]([CH3:18])[CH:12]=[C:11]2[C:3]=1[C:4]1[CH2:5][CH2:6][CH2:7][CH2:8][C:9]=1[NH:10]2.C([C:21]1[C:27](=[O:28])C(Cl)=C(Cl)C(=O)C=1C#N)#N.[O:33]1CCO[CH2:35][CH2:34]1. Given the product [CH3:35][CH2:34][O:33][C:27]([CH3:21])=[O:28].[CH3:13][CH2:14][CH2:2][CH:3]([CH3:11])[CH3:4].[CH3:18][C:13]1[C:14]([N+:15]([O-:17])=[O:16])=[C:2]([CH3:1])[C:3]2[C:4]3[C:9](=[CH:8][CH:7]=[CH:6][CH:5]=3)[NH:10][C:11]=2[CH:12]=1, predict the reactants needed to synthesize it.